Predict the reactants needed to synthesize the given product. From a dataset of Full USPTO retrosynthesis dataset with 1.9M reactions from patents (1976-2016). (1) Given the product [Cl:2][C:3]1[CH:16]=[CH:15][C:14]2[S:13][C:12]3[C:7](=[CH:8][CH:9]=[CH:10][CH:11]=3)[N:6]([CH2:17][CH2:18][CH2:19][NH:20][S:34]([C:31]3[CH:32]=[CH:33][C:28]([CH3:38])=[CH:29][CH:30]=3)(=[O:36])=[O:35])[C:5]=2[CH:4]=1, predict the reactants needed to synthesize it. The reactants are: Cl.[Cl:2][C:3]1[CH:16]=[CH:15][C:14]2[S:13][C:12]3[C:7](=[CH:8][CH:9]=[CH:10][CH:11]=3)[N:6]([CH2:17][CH2:18][CH2:19][NH2:20])[C:5]=2[CH:4]=1.C(N(CC)CC)C.[C:28]1([CH3:38])[CH:33]=[CH:32][C:31]([S:34](Cl)(=[O:36])=[O:35])=[CH:30][CH:29]=1.[Na+].[Cl-]. (2) Given the product [C:1]([O:5][C:6]([CH:8]1[CH:14]([NH2:15])[CH2:13][CH:12]=[CH:11][CH2:10][N:9]1[S:28]([C:31]1[CH:36]=[CH:35][C:34]([O:37][CH3:38])=[CH:33][CH:32]=1)(=[O:30])=[O:29])=[O:7])([CH3:4])([CH3:3])[CH3:2], predict the reactants needed to synthesize it. The reactants are: [C:1]([O:5][C:6]([CH:8]1[CH:14]([NH:15]C(OCC2C=CC(OC)=CC=2)=O)[CH2:13][CH:12]=[CH:11][CH2:10][N:9]1[S:28]([C:31]1[CH:36]=[CH:35][C:34]([O:37][CH3:38])=[CH:33][CH:32]=1)(=[O:30])=[O:29])=[O:7])([CH3:4])([CH3:3])[CH3:2].FC(F)(F)C(O)=O. (3) Given the product [CH3:11][N:6]1[CH:5]=[C:4]2[C:8]([CH:9]=[CH:10][C:2]([C:20]3[CH:25]=[CH:24][CH:23]=[CH:22][CH:21]=3)=[C:3]2[CH:12]2[CH2:14][CH:13]2[CH2:15][NH:16][C:17](=[O:19])[CH3:18])=[N:7]1, predict the reactants needed to synthesize it. The reactants are: Br[C:2]1[CH:10]=[CH:9][C:8]2[C:4](=[CH:5][N:6]([CH3:11])[N:7]=2)[C:3]=1[CH:12]1[CH2:14][CH:13]1[CH2:15][NH:16][C:17](=[O:19])[CH3:18].[C:20]1(B(O)O)[CH:25]=[CH:24][CH:23]=[CH:22][CH:21]=1.C(=O)([O-])[O-].[Na+].[Na+].C(O)C. (4) The reactants are: [NH2:1][C:2]1[CH:3]=[C:4]([CH:8]=[C:9](Br)[CH:10]=1)[C:5]([OH:7])=[O:6].[Cl:12][C:13]1[CH:18]=[CH:17][C:16](B(O)O)=[CH:15][CH:14]=1.C(=O)([O-])[O-].[K+].[K+]. Given the product [NH2:1][C:2]1[CH:3]=[C:4]([C:5]([OH:7])=[O:6])[CH:8]=[C:9]([C:16]2[CH:17]=[CH:18][C:13]([Cl:12])=[CH:14][CH:15]=2)[CH:10]=1, predict the reactants needed to synthesize it. (5) Given the product [ClH:2].[Cl:2][C:3]1[C:11]2[C:6](=[CH:7][CH:8]=[CH:9][CH:10]=2)[N:5]([C:12]2[CH:13]=[CH:14][C:15]([CH2:16][NH:17][C:37]([C:34]3([NH2:33])[CH2:36][CH2:35]3)=[O:38])=[CH:18][CH:19]=2)[C:4]=1[C:20]1[N:21]=[N:22][N:23]([CH3:25])[N:24]=1, predict the reactants needed to synthesize it. The reactants are: Cl.[Cl:2][C:3]1[C:11]2[C:6](=[CH:7][CH:8]=[CH:9][CH:10]=2)[N:5]([C:12]2[CH:19]=[CH:18][C:15]([CH2:16][NH2:17])=[CH:14][CH:13]=2)[C:4]=1[C:20]1[N:21]=[N:22][N:23]([CH3:25])[N:24]=1.C(OC([NH:33][C:34]1([C:37](O)=[O:38])[CH2:36][CH2:35]1)=O)(C)(C)C.C(N(CC)CC)C.CN(C(ON1N=NC2C=CC=CC1=2)=[N+](C)C)C.F[P-](F)(F)(F)(F)F. (6) Given the product [ClH:1].[ClH:1].[Cl:1][C:2]1[C:7]([Cl:8])=[CH:6][CH:5]=[CH:4][C:3]=1[S:9]([N:12]1[C:20]2[C:15](=[CH:16][CH:17]=[CH:18][CH:19]=2)[C:14](/[CH:21]=[C:22]2\[O:23][C:24]3[C:31]([CH2:32][N:33]4[CH2:38][CH2:37][NH:36][CH2:35][CH2:34]4)=[C:30]([OH:46])[CH:29]=[CH:28][C:25]=3[C:26]\2=[O:27])=[CH:13]1)(=[O:10])=[O:11], predict the reactants needed to synthesize it. The reactants are: [Cl:1][C:2]1[C:7]([Cl:8])=[CH:6][CH:5]=[CH:4][C:3]=1[S:9]([N:12]1[C:20]2[C:15](=[CH:16][CH:17]=[CH:18][CH:19]=2)[C:14](/[CH:21]=[C:22]2\[O:23][C:24]3[C:31]([CH2:32][N:33]4[CH2:38][CH2:37][N:36](C(OC(C)(C)C)=O)[CH2:35][CH2:34]4)=[C:30]([OH:46])[CH:29]=[CH:28][C:25]=3[C:26]\2=[O:27])=[CH:13]1)(=[O:11])=[O:10].FC(F)(F)C(O)=O. (7) Given the product [CH2:1]([O:8][CH:9]([C:10]1[NH:12][C:13](=[O:14])[NH:15][C:16](=[O:17])[N:18]=1)[CH3:19])[C:2]1[CH:7]=[CH:6][CH:5]=[CH:4][CH:3]=1, predict the reactants needed to synthesize it. The reactants are: [CH2:1]([O:8][CH:9]([CH3:19])[C:10]([NH:12][C:13]([NH:15][C:16]([NH2:18])=[O:17])=[O:14])=O)[C:2]1[CH:7]=[CH:6][CH:5]=[CH:4][CH:3]=1.[OH-].[K+].C(O)(=O)C.